This data is from Catalyst prediction with 721,799 reactions and 888 catalyst types from USPTO. The task is: Predict which catalyst facilitates the given reaction. (1) Reactant: [F:1][C:2]1[CH:16]=CC=[C:4]([CH2:5]C2C=CC=CC=2C=O)[C:3]=1O.[C:18](=[O:21])([O-])[O-].[K+].[K+].CI.C([O:28][CH2:29][CH3:30])C. Product: [F:1][C:2]1[C:16]([O:21][CH3:18])=[C:30]([CH:5]=[CH:4][CH:3]=1)[CH:29]=[O:28]. The catalyst class is: 9. (2) Reactant: [Cl:1][C:2]1[C:3]([NH:23][C:24]2[CH:28]=[C:27]([CH3:29])[NH:26][N:25]=2)=[N:4][C:5]([NH:8][C:9]2[CH:14]=[C:13]([CH3:15])[C:12]([CH:16]3[CH2:21][CH2:20][NH:19][CH2:18][CH2:17]3)=[CH:11][C:10]=2[F:22])=[N:6][CH:7]=1.[C:30]1(=O)[CH2:34][CH2:33][C:32](=[O:35])[CH2:31]1.C([BH3-])#N.[Na+].CCN(C(C)C)C(C)C. Product: [Cl:1][C:2]1[C:3]([NH:23][C:24]2[CH:28]=[C:27]([CH3:29])[NH:26][N:25]=2)=[N:4][C:5]([NH:8][C:9]2[C:10]([F:22])=[CH:11][C:12]([CH:16]3[CH2:17][CH2:18][N:19]([C:30]4[CH2:34][CH2:33][C:32](=[O:35])[CH:31]=4)[CH2:20][CH2:21]3)=[C:13]([CH3:15])[CH:14]=2)=[N:6][CH:7]=1. The catalyst class is: 5. (3) Reactant: [F:1][C:2]1[CH:7]=[CH:6][C:5]([N:8]2[CH:11]([C:12]3[CH:17]=[CH:16][C:15]([OH:18])=[CH:14][CH:13]=3)[CH:10]([CH2:19][CH2:20][CH:21]([C:23]3[CH:28]=[CH:27][C:26]([F:29])=[CH:25][CH:24]=3)[OH:22])[C:9]2=[O:30])=[CH:4][CH:3]=1.C(=O)([O-])[O-].[K+].[K+].[I:37][CH:38](I)[CH2:39][CH2:40][CH2:41][CH2:42][CH2:43][CH2:44][CH3:45]. Product: [F:1][C:2]1[CH:3]=[CH:4][C:5]([N:8]2[CH:11]([C:12]3[CH:13]=[CH:14][C:15]([O:18][CH2:45][CH2:44][CH2:43][CH2:42][CH2:41][CH2:40][CH2:39][CH2:38][I:37])=[CH:16][CH:17]=3)[CH:10]([CH2:19][CH2:20][CH:21]([C:23]3[CH:24]=[CH:25][C:26]([F:29])=[CH:27][CH:28]=3)[OH:22])[C:9]2=[O:30])=[CH:6][CH:7]=1. The catalyst class is: 9. (4) Reactant: [N:1]1([C:6]2([C:16]#N)[CH2:15][CH2:14][C:9]3([O:13][CH2:12][CH2:11][O:10]3)[CH2:8][CH2:7]2)[CH2:5][CH2:4][CH2:3][CH2:2]1.C([Mg]Cl)[C:19]1[CH:24]=[CH:23][CH:22]=[CH:21][CH:20]=1.[Cl-].[NH4+]. Product: [CH2:16]([C:6]1([N:1]2[CH2:5][CH2:4][CH2:3][CH2:2]2)[CH2:15][CH2:14][C:9]2([O:13][CH2:12][CH2:11][O:10]2)[CH2:8][CH2:7]1)[C:19]1[CH:24]=[CH:23][CH:22]=[CH:21][CH:20]=1. The catalyst class is: 1. (5) Reactant: CC(OC(/N=N/C(OC(C)C)=O)=O)C.[F:15][C:16]1[CH:17]=[C:18]([CH2:37]O)[CH:19]=[C:20]([C:22]2[C:23]([O:32][CH2:33][CH2:34][O:35][CH3:36])=[N:24][C:25]([C:28]([F:31])([F:30])[F:29])=[CH:26][CH:27]=2)[CH:21]=1.[C:39]1(=[O:49])[C:47]2[C:42](=[CH:43][CH:44]=[CH:45][CH:46]=2)[C:41](=[O:48])[NH:40]1.C1C=CC(P(C2C=CC=CC=2)C2C=CC=CC=2)=CC=1. Product: [F:15][C:16]1[CH:17]=[C:18]([CH2:37][N:40]2[C:41](=[O:48])[C:42]3[C:47](=[CH:46][CH:45]=[CH:44][CH:43]=3)[C:39]2=[O:49])[CH:19]=[C:20]([C:22]2[C:23]([O:32][CH2:33][CH2:34][O:35][CH3:36])=[N:24][C:25]([C:28]([F:30])([F:31])[F:29])=[CH:26][CH:27]=2)[CH:21]=1. The catalyst class is: 7. (6) Reactant: [NH2:1][C:2]1[N:6]([C:7]2[CH:8]=[C:9]([NH:13][C:14](=[O:20])[O:15][C:16]([CH3:19])([CH3:18])[CH3:17])[CH:10]=[CH:11][CH:12]=2)[C:5]2[CH:21]=[CH:22][C:23]([CH3:25])=[CH:24][C:4]=2[N:3]=1.[F:26][C:27]1[CH:35]=[CH:34][C:30]([C:31](O)=[O:32])=[CH:29][CH:28]=1.CN(C(ON1N=NC2C=CC=NC1=2)=[N+](C)C)C.F[P-](F)(F)(F)(F)F.CCN(C(C)C)C(C)C. Product: [F:26][C:27]1[CH:35]=[CH:34][C:30]([C:31]([NH:1][C:2]2[N:6]([C:7]3[CH:8]=[C:9]([NH:13][C:14](=[O:20])[O:15][C:16]([CH3:19])([CH3:18])[CH3:17])[CH:10]=[CH:11][CH:12]=3)[C:5]3[CH:21]=[CH:22][C:23]([CH3:25])=[CH:24][C:4]=3[N:3]=2)=[O:32])=[CH:29][CH:28]=1. The catalyst class is: 18. (7) Reactant: [OH-].[Na+].[Cl:3][C:4]1[C:9]([Cl:10])=[CH:8][CH:7]=[CH:6][C:5]=1[OH:11].[C:12]1(=[O:16])[O:15][CH2:14][CH2:13]1.Cl. Product: [Cl:3][C:4]1[C:9]([Cl:10])=[CH:8][CH:7]=[CH:6][C:5]=1[O:11][CH2:14][CH2:13][C:12]([OH:16])=[O:15]. The catalyst class is: 6.